From a dataset of Forward reaction prediction with 1.9M reactions from USPTO patents (1976-2016). Predict the product of the given reaction. (1) The product is: [CH3:1][C:2]1[CH:7]=[CH:6][C:5]([NH:8][S:9]([C:12]2[C:13]([CH3:21])=[C:14]([CH3:20])[CH:15]=[C:16]([CH3:19])[C:17]=2[CH3:18])(=[O:11])=[O:10])=[CH:4][C:3]=1[NH:22][C:23]([CH2:25][C:26]1[CH:27]=[CH:28][C:29]([C:30]([NH2:42])=[NH:31])=[CH:32][CH:33]=1)=[O:24]. Given the reactants [CH3:1][C:2]1[CH:7]=[CH:6][C:5]([NH:8][S:9]([C:12]2[C:17]([CH3:18])=[C:16]([CH3:19])[CH:15]=[C:14]([CH3:20])[C:13]=2[CH3:21])(=[O:11])=[O:10])=[CH:4][C:3]=1[NH:22][C:23]([CH2:25][C:26]1[CH:33]=[CH:32][C:29]([C:30]#[N:31])=[CH:28][CH:27]=1)=[O:24].C(O)C.Cl.C(=O)([O-])[O-].[NH4+:42].[NH4+], predict the reaction product. (2) The product is: [C:75]([S:77][CH:17]1[CH2:16][CH2:15][N:14]([C:19]([C:20]2[CH:21]=[CH:22][CH:23]=[CH:24][CH:25]=2)([C:26]2[CH:31]=[CH:30][CH:29]=[CH:28][CH:27]=2)[C:32]2[CH:37]=[CH:36][CH:35]=[CH:34][CH:33]=2)[CH2:13]/[C:12]/1=[CH:11]\[C:10]1[N:6]([CH2:5][C:3]([O:2][CH3:1])=[O:4])[N:7]=[CH:8][N:9]=1)(=[O:78])[CH3:76].[C:75]([S:77][CH:54]1[CH2:53][CH2:52][N:51]([C:56]([C:57]2[CH:58]=[CH:59][CH:60]=[CH:61][CH:62]=2)([C:63]2[CH:68]=[CH:67][CH:66]=[CH:65][CH:64]=2)[C:69]2[CH:70]=[CH:71][CH:72]=[CH:73][CH:74]=2)[CH2:50]/[C:49]/1=[CH:48]\[C:45]1[N:46]=[CH:47][N:43]([CH2:42][C:40]([O:39][CH3:38])=[O:41])[N:44]=1)(=[O:78])[CH3:76]. Given the reactants [CH3:1][O:2][C:3]([CH2:5][N:6]1[C:10](/[CH:11]=[C:12]2\[CH2:13][N:14]([C:19]([C:32]3[CH:37]=[CH:36][CH:35]=[CH:34][CH:33]=3)([C:26]3[CH:31]=[CH:30][CH:29]=[CH:28][CH:27]=3)[C:20]3[CH:25]=[CH:24][CH:23]=[CH:22][CH:21]=3)[CH2:15][CH2:16][CH:17]\2O)=[N:9][CH:8]=[N:7]1)=[O:4].[CH3:38][O:39][C:40]([CH2:42][N:43]1[CH:47]=[N:46][C:45](/[CH:48]=[C:49]2\[CH2:50][N:51]([C:56]([C:69]3[CH:74]=[CH:73][CH:72]=[CH:71][CH:70]=3)([C:63]3[CH:68]=[CH:67][CH:66]=[CH:65][CH:64]=3)[C:57]3[CH:62]=[CH:61][CH:60]=[CH:59][CH:58]=3)[CH2:52][CH2:53][CH:54]\2O)=[N:44]1)=[O:41].[C:75]([OH:78])(=[S:77])[CH3:76], predict the reaction product. (3) Given the reactants C([N:8]([C:16]1[C:21]([F:22])=[CH:20][C:19](Br)=[CH:18][C:17]=1[F:24])[C:9]([O:11][C:12]([CH3:15])([CH3:14])[CH3:13])=[O:10])(OC(C)(C)C)=O.COC1C=CC=C(OC)C=1C1C=CC=CC=1P(C1CCCCC1)C1CCCCC1.C(O[K])(C)(C)C.[CH2:60]([N:62]1[CH2:67][CH2:66][NH:65][CH2:64][CH2:63]1)[CH3:61], predict the reaction product. The product is: [C:9]([NH:8][C:16]1[C:17]([F:24])=[CH:18][C:19]([N:65]2[CH2:66][CH2:67][N:62]([CH2:60][CH3:61])[CH2:63][CH2:64]2)=[CH:20][C:21]=1[F:22])([O:11][C:12]([CH3:13])([CH3:14])[CH3:15])=[O:10]. (4) Given the reactants [C:1]([O:5][C:6]([NH:8][CH2:9][CH:10]1[CH2:15][CH2:14][CH2:13][CH2:12][N:11]1[C:16]1[N:21]=[C:20](Cl)[C:19]([C:23]([O:25][CH3:26])=[O:24])=[C:18]([NH:27][C:28]2[CH:29]=[C:30]([CH3:34])[CH:31]=[CH:32][CH:33]=2)[N:17]=1)=[O:7])([CH3:4])([CH3:3])[CH3:2].O.[CH3:36][N:37](C=O)C, predict the reaction product. The product is: [C:1]([O:5][C:6]([NH:8][CH2:9][CH:10]1[CH2:15][CH2:14][CH2:13][CH2:12][N:11]1[C:16]1[N:21]=[C:20]([C:36]#[N:37])[C:19]([C:23]([O:25][CH3:26])=[O:24])=[C:18]([NH:27][C:28]2[CH:29]=[C:30]([CH3:34])[CH:31]=[CH:32][CH:33]=2)[N:17]=1)=[O:7])([CH3:4])([CH3:3])[CH3:2]. (5) Given the reactants [Br:1][C:2]1[CH:10]=[C:9]2[C:5]([C:6](=[O:12])C(=O)[NH:8]2)=[CH:4][CH:3]=1.[OH-:13].[Na+], predict the reaction product. The product is: [NH2:8][C:9]1[CH:10]=[C:2]([Br:1])[CH:3]=[CH:4][C:5]=1[C:6]([OH:12])=[O:13]. (6) Given the reactants [O:1]1[CH2:6][CH2:5][N:4]([C:7]2[CH:13]=[CH:12][C:10]([NH2:11])=[CH:9][CH:8]=2)[CH2:3][CH2:2]1.C(N(C(C)C)C(C)C)C.[CH2:23]([O:25][C:26]1[CH:27]=[C:28]2[C:33](=[C:34]([N:36]3[CH2:41][CH2:40][N:39]([CH3:42])[CH2:38][CH2:37]3)[CH:35]=1)[O:32][C:31]([C:43](Cl)=[O:44])=[CH:30][C:29]2=[O:46])[CH3:24], predict the reaction product. The product is: [N:4]1([C:7]2[CH:13]=[CH:12][C:10]([NH:11][C:43]([C:31]3[O:32][C:33]4[C:28]([C:29](=[O:46])[CH:30]=3)=[CH:27][C:26]([O:25][CH2:23][CH3:24])=[CH:35][C:34]=4[N:36]3[CH2:41][CH2:40][N:39]([CH3:42])[CH2:38][CH2:37]3)=[O:44])=[CH:9][CH:8]=2)[CH2:3][CH2:2][O:1][CH2:6][CH2:5]1. (7) Given the reactants Br[C:2]1[CH:3]=[CH:4][C:5]([F:11])=[C:6]([C:8](=[O:10])[CH3:9])[CH:7]=1.C(N(CC)C(C)C)(C)C.[CH2:21]([SH:28])[C:22]1[CH:27]=[CH:26][CH:25]=[CH:24][CH:23]=1, predict the reaction product. The product is: [CH2:21]([S:28][C:2]1[CH:3]=[CH:4][C:5]([F:11])=[C:6]([C:8](=[O:10])[CH3:9])[CH:7]=1)[C:22]1[CH:27]=[CH:26][CH:25]=[CH:24][CH:23]=1. (8) Given the reactants Cl[C:2]1[C:3]([C:21]2[CH:26]=[CH:25][CH:24]=[CH:23][CH:22]=2)=[C:4]([NH:11][C:12]2[CH:17]=[CH:16][C:15]([O:18][CH2:19][CH3:20])=[CH:14][CH:13]=2)[C:5]2[N:6]([CH:8]=[CH:9][N:10]=2)[N:7]=1.[C@H:27]1([NH2:34])[CH2:32][CH2:31][C@H:30]([NH2:33])[CH2:29][CH2:28]1, predict the reaction product. The product is: [NH2:33][C@H:30]1[CH2:31][CH2:32][C@H:27]([NH:34][C:2]2[C:3]([C:21]3[CH:26]=[CH:25][CH:24]=[CH:23][CH:22]=3)=[C:4]([NH:11][C:12]3[CH:17]=[CH:16][C:15]([O:18][CH2:19][CH3:20])=[CH:14][CH:13]=3)[C:5]3[N:6]([CH:8]=[CH:9][N:10]=3)[N:7]=2)[CH2:28][CH2:29]1. (9) Given the reactants Cl[C:2]1[CH:7]=[N:6][N:5]([CH3:8])[C:4](=[O:9])[C:3]=1[O:10][CH3:11].[CH3:12][O:13][C:14]1[C:19](B(O)O)=[CH:18][CH:17]=[C:16]([C:23]([F:26])([F:25])[F:24])[N:15]=1.P([O-])([O-])([O-])=O.[K+].[K+].[K+].C(O)(C)(C)C, predict the reaction product. The product is: [CH3:11][O:10][C:3]1[C:4](=[O:9])[N:5]([CH3:8])[N:6]=[CH:7][C:2]=1[C:19]1[C:14]([O:13][CH3:12])=[N:15][C:16]([C:23]([F:26])([F:24])[F:25])=[CH:17][CH:18]=1.